Dataset: Reaction yield outcomes from USPTO patents with 853,638 reactions. Task: Predict the reaction yield, written as a fraction of the theoretical maximum amount of product (1.0 means a 100% yield; for example, 0.34 means a 34% yield). No catalyst specified. The reactants are [C:1]([O:5][C:6](=[O:35])[CH2:7][O:8][C:9]1[C:18]2[CH2:17][CH2:16][CH2:15][C@@H:14]([N:19]([S:21]([C:24]3[CH:29]=[C:28]([C:30]([F:33])([F:32])[F:31])[CH:27]=[C:26](Br)[CH:25]=3)(=[O:23])=[O:22])[CH3:20])[C:13]=2[CH:12]=[CH:11][CH:10]=1)([CH3:4])([CH3:3])[CH3:2].[C:36](B1OC(C)(C)C(C)(C)O1)([CH3:38])=[CH2:37]. The yield is 0.360. The product is [C:1]([O:5][C:6](=[O:35])[CH2:7][O:8][C:9]1[C:18]2[CH2:17][CH2:16][CH2:15][C@@H:14]([N:19]([S:21]([C:24]3[CH:29]=[C:28]([C:30]([F:33])([F:32])[F:31])[CH:27]=[C:26]([C:36]([CH3:38])=[CH2:37])[CH:25]=3)(=[O:23])=[O:22])[CH3:20])[C:13]=2[CH:12]=[CH:11][CH:10]=1)([CH3:4])([CH3:3])[CH3:2].